From a dataset of Full USPTO retrosynthesis dataset with 1.9M reactions from patents (1976-2016). Predict the reactants needed to synthesize the given product. Given the product [Br:1][C:2]1[CH:3]=[C:4]([CH:33]=[C:34]([S:36][CH2:37][CH2:38][OH:39])[CH:35]=1)[CH2:5][N:6]([CH:30]1[CH2:31][CH2:32]1)[C:7]([C@H:9]1[C@H:14]([C:15]2[CH:20]=[CH:19][N:18]([CH3:21])[C:17](=[O:22])[CH:16]=2)[CH2:13][CH2:12][NH:11][CH2:10]1)=[O:8], predict the reactants needed to synthesize it. The reactants are: [Br:1][C:2]1[CH:3]=[C:4]([CH:33]=[C:34]([S:36][CH2:37][CH2:38][OH:39])[CH:35]=1)[CH2:5][N:6]([CH:30]1[CH2:32][CH2:31]1)[C:7]([C@H:9]1[C@H:14]([C:15]2[CH:20]=[CH:19][N:18]([CH3:21])[C:17](=[O:22])[CH:16]=2)[CH2:13][CH2:12][N:11](C(OC(C)(C)C)=O)[CH2:10]1)=[O:8].Cl.